This data is from Experimentally validated miRNA-target interactions with 360,000+ pairs, plus equal number of negative samples. The task is: Binary Classification. Given a miRNA mature sequence and a target amino acid sequence, predict their likelihood of interaction. The miRNA is cel-miR-228-5p with sequence AAUGGCACUGCAUGAAUUCACGG. The protein sequence of the target gene is MGNLLSKFRPGCRRRPLPGPGRGAPAPLSRDASPPGRAHSVPTPRPFRGLFRRNARRRPSAASIFVAPKRPCPLPRAAAAPLGVLPAVGWGLAIRKTPMLPARNPPRFGHPSSVRIPPPSRMFTLLLPSPREPAVKARKPIPATLLEETEVWAQEGPRRVKKDEDPVQIEGEDDEKRTPLSSGEASSTSRSQGTQGDVASFRCSPGPLEGNVYHKFSENSMSEKAQASPASSCLEGPAMPSTHSQAGCARHLGKPDPDATAPPEPAVGCSLLQQKLAAEVLNEEPPPSSLGLPIPLMSGK.... Result: 0 (no interaction).